This data is from Peptide-MHC class II binding affinity with 134,281 pairs from IEDB. The task is: Regression. Given a peptide amino acid sequence and an MHC pseudo amino acid sequence, predict their binding affinity value. This is MHC class II binding data. (1) The peptide sequence is MPFVTTQPEALAAAA. The MHC is DRB3_0202 with pseudo-sequence DRB3_0202. The binding affinity (normalized) is 0.358. (2) The peptide sequence is AAESSSKAALTSKLD. The MHC is HLA-DPA10301-DPB10402 with pseudo-sequence HLA-DPA10301-DPB10402. The binding affinity (normalized) is 0.175. (3) The peptide sequence is PVQRHPRSLFPEFSE. The MHC is HLA-DQA10401-DQB10402 with pseudo-sequence HLA-DQA10401-DQB10402. The binding affinity (normalized) is 0.178. (4) The MHC is DRB1_0302 with pseudo-sequence DRB1_0302. The binding affinity (normalized) is 0. The peptide sequence is EKSKFQDTHNNAHY.